This data is from Peptide-MHC class II binding affinity with 134,281 pairs from IEDB. The task is: Regression. Given a peptide amino acid sequence and an MHC pseudo amino acid sequence, predict their binding affinity value. This is MHC class II binding data. (1) The peptide sequence is FRFMSKGGMRNVFDE. The MHC is DRB1_1101 with pseudo-sequence DRB1_1101. The binding affinity (normalized) is 0.819. (2) The peptide sequence is MEYLGHNAAGQWLEF. The MHC is HLA-DQA10201-DQB10402 with pseudo-sequence HLA-DQA10201-DQB10402. The binding affinity (normalized) is 0.227. (3) The peptide sequence is LKESWGAIWRID. The MHC is DRB1_1101 with pseudo-sequence DRB1_1101. The binding affinity (normalized) is 0.580.